Task: Predict which catalyst facilitates the given reaction.. Dataset: Catalyst prediction with 721,799 reactions and 888 catalyst types from USPTO (1) The catalyst class is: 6. Product: [CH3:25][C:13]1[C:12]([C:10]2[CH:9]=[CH:8][C:6]3[O:7][C:2]([CH3:1])([CH3:22])[CH2:3][NH:4][C:5]=3[N:11]=2)=[CH:21][CH:20]=[CH:19][C:14]=1[C:15]([OH:17])=[O:16]. Reactant: [CH3:1][C:2]1([CH3:22])[O:7][C:6]2[CH:8]=[CH:9][C:10]([C:12]3[CH:13]=[C:14]([CH:19]=[CH:20][CH:21]=3)[C:15]([O:17]C)=[O:16])=[N:11][C:5]=2[NH:4][CH2:3]1.CO.[CH2:25]1COCC1.O[Li].O. (2) Reactant: [OH:1][C:2]1[CH:3]=[C:4]2[C:12](=[CH:13][CH:14]=1)[O:11][C:7]1([CH2:10][CH2:9][CH2:8]1)[CH2:6][C:5]2=[O:15].[C:16](=O)([O-])[O-].[K+].[K+].CI. Product: [CH3:16][O:1][C:2]1[CH:3]=[C:4]2[C:12](=[CH:13][CH:14]=1)[O:11][C:7]1([CH2:8][CH2:9][CH2:10]1)[CH2:6][C:5]2=[O:15]. The catalyst class is: 35. (3) Reactant: [C:1]([O:5][C:6]([N:8]1[CH2:12][CH2:11][CH2:10][C@H:9]1[CH2:13][NH:14][C:15]1[C:16]([O:22][C:23]2[CH:28]=[CH:27][C:26]([O:29][CH3:30])=[CH:25][CH:24]=2)=[N:17][C:18](Cl)=[N:19][CH:20]=1)=[O:7])([CH3:4])([CH3:3])[CH3:2].[CH3:31][S:32][C:33]1[N:38]=[C:37]([Sn](CCCC)(CCCC)CCCC)[CH:36]=[CH:35][N:34]=1. Product: [C:1]([O:5][C:6]([N:8]1[CH2:12][CH2:11][CH2:10][C@H:9]1[CH2:13][NH:14][C:15]1[C:16]([O:22][C:23]2[CH:28]=[CH:27][C:26]([O:29][CH3:30])=[CH:25][CH:24]=2)=[N:17][C:18]([C:35]2[CH:36]=[CH:37][N:38]=[C:33]([S:32][CH3:31])[N:34]=2)=[N:19][CH:20]=1)=[O:7])([CH3:4])([CH3:3])[CH3:2]. The catalyst class is: 225. (4) The catalyst class is: 10. Product: [CH2:1]([O:3][C:4]([C:5]1[N:8]=[CH:10][N:27]([CH2:20][C:21]2[CH:26]=[CH:25][CH:24]=[CH:23][CH:22]=2)[C:6]=1[NH2:7])=[O:9])[CH3:2]. Reactant: [CH2:1]([O:3][C:4](=[O:9])[CH:5]([NH2:8])[C:6]#[N:7])[CH3:2].[CH:10](OCC)(OCC)OCC.[CH2:20]([NH2:27])[C:21]1[CH:26]=[CH:25][CH:24]=[CH:23][CH:22]=1. (5) Reactant: [NH:1]1[C:9]2[CH:8]=[CH:7][CH:6]=[C:5]([C:10]#[N:11])[C:4]=2[CH:3]=[CH:2]1.[CH2:12](Br)[C:13]1[CH:18]=[CH:17][CH:16]=[CH:15][CH:14]=1.[H-].[Na+]. Product: [CH2:12]([N:1]1[C:9]2[CH:8]=[CH:7][CH:6]=[C:5]([C:10]#[N:11])[C:4]=2[CH:3]=[CH:2]1)[C:13]1[CH:18]=[CH:17][CH:16]=[CH:15][CH:14]=1. The catalyst class is: 3. (6) Reactant: [F:1][C:2]([F:34])([F:33])[C:3]1[CH:4]=[C:5]([C@H:13]2[NH:17][C:16](=[O:18])[N:15]3[C@H:19]([C:22]4[CH:27]=[C:26]([C:28]([F:31])([F:30])[F:29])[CH:25]=[CH:24][C:23]=4[Cl:32])[CH2:20][CH2:21][C@@H:14]23)[CH:6]=[C:7]([C:9]([F:12])([F:11])[F:10])[CH:8]=1.[H-].[Na+].[CH3:37]I. Product: [F:34][C:2]([F:1])([F:33])[C:3]1[CH:4]=[C:5]([C@H:13]2[N:17]([CH3:37])[C:16](=[O:18])[N:15]3[C@H:19]([C:22]4[CH:27]=[C:26]([C:28]([F:31])([F:30])[F:29])[CH:25]=[CH:24][C:23]=4[Cl:32])[CH2:20][CH2:21][C@@H:14]23)[CH:6]=[C:7]([C:9]([F:12])([F:11])[F:10])[CH:8]=1. The catalyst class is: 3.